From a dataset of Peptide-MHC class I binding affinity with 185,985 pairs from IEDB/IMGT. Regression. Given a peptide amino acid sequence and an MHC pseudo amino acid sequence, predict their binding affinity value. This is MHC class I binding data. (1) The peptide sequence is YFTFDLTAL. The MHC is HLA-B48:01 with pseudo-sequence HLA-B48:01. The binding affinity (normalized) is 0.0847. (2) The peptide sequence is SRARIKTRL. The MHC is HLA-A69:01 with pseudo-sequence HLA-A69:01. The binding affinity (normalized) is 0.0847. (3) The peptide sequence is RTFGCSWEF. The MHC is HLA-B15:42 with pseudo-sequence HLA-B15:42. The binding affinity (normalized) is 0.213. (4) The peptide sequence is LESITKKQL. The binding affinity (normalized) is 0.928. The MHC is H-2-Kk with pseudo-sequence H-2-Kk. (5) The peptide sequence is KLRGMGFNAV. The MHC is HLA-A02:06 with pseudo-sequence HLA-A02:06. The binding affinity (normalized) is 0.426. (6) The peptide sequence is SSDLKKLMH. The MHC is HLA-A03:01 with pseudo-sequence HLA-A03:01. The binding affinity (normalized) is 0. (7) The peptide sequence is SSYRMGINK. The MHC is HLA-A80:01 with pseudo-sequence HLA-A80:01. The binding affinity (normalized) is 0.0847.